From a dataset of Full USPTO retrosynthesis dataset with 1.9M reactions from patents (1976-2016). Predict the reactants needed to synthesize the given product. (1) Given the product [CH3:1][O:2][C:3]1[CH:4]=[C:5]2[C:10](=[CH:11][CH:12]=1)[O:9][CH2:8][CH:7]([CH2:13][CH2:14][NH:15][C:16](=[O:18])[CH3:17])[CH2:6]2, predict the reactants needed to synthesize it. The reactants are: [CH3:1][O:2][C:3]1[CH:4]=[C:5]2[C:10](=[CH:11][CH:12]=1)[O:9][CH2:8][CH:7]([CH2:13][C:14]#[N:15])[CH2:6]2.[C:16]([O-])(=[O:18])[CH3:17].[Na+].[H][H]. (2) Given the product [C:38]([O:37][C:35]([N:8]1[CH2:9][CH2:10][C:4]2[C:3]([C:19]#[N:20])=[C:2]([Cl:1])[CH:18]=[CH:17][C:5]=2[CH2:6][CH2:7]1)=[O:36])([CH3:39])([CH3:40])[CH3:41], predict the reactants needed to synthesize it. The reactants are: [Cl:1][C:2]1[CH:18]=[CH:17][C:5]2[CH2:6][CH2:7][N:8](C(=O)C(F)(F)F)[CH2:9][CH2:10][C:4]=2[C:3]=1[C:19]#[N:20].C([O-])([O-])=O.[K+].[K+].[C:38]([O:37][C:35](O[C:35]([O:37][C:38]([CH3:41])([CH3:40])[CH3:39])=[O:36])=[O:36])([CH3:41])([CH3:40])[CH3:39]. (3) The reactants are: [F:1][C:2]1[C:8](F)=[CH:7][CH:6]=[C:5]([N+:10]([O-:12])=[O:11])[C:3]=1[NH2:4].[F:13][C:14]1[CH:21]=[CH:20][C:17]([CH2:18][NH2:19])=[CH:16][CH:15]=1.CCN(CC)CC. Given the product [F:1][C:2]1[C:3]([NH2:4])=[C:5]([N+:10]([O-:12])=[O:11])[CH:6]=[CH:7][C:8]=1[NH:19][CH2:18][C:17]1[CH:20]=[CH:21][C:14]([F:13])=[CH:15][CH:16]=1, predict the reactants needed to synthesize it. (4) Given the product [CH2:1]([O:3][C:4]([C:5]1[CH:10]=[C:9]2[C:8](=[CH:7][CH:6]=1)[NH:11][CH:20]([C:19]1[CH:22]=[CH:23][CH:24]=[C:17]([S:14]([CH3:13])(=[O:16])=[O:15])[CH:18]=1)[CH2:51][C:52]2([CH3:54])[CH3:53])=[O:12])[CH3:2], predict the reactants needed to synthesize it. The reactants are: [CH2:1]([O:3][C:4](=[O:12])[C:5]1[CH:10]=[CH:9][C:8]([NH2:11])=[CH:7][CH:6]=1)[CH3:2].[CH3:13][S:14]([C:17]1[CH:18]=[C:19]([CH:22]=[CH:23][CH:24]=1)[CH:20]=O)(=[O:16])=[O:15].O.[O-]S(C(F)(F)F)(=O)=O.[Yb+3].[O-]S(C(F)(F)F)(=O)=O.[O-]S(C(F)(F)F)(=O)=O.[CH2:51]=[C:52]([CH3:54])[CH3:53]. (5) Given the product [CH3:13][C@@H:11]1[CH2:12][NH:8][C@H:9]([C:14]2[O:15][C:16]3[CH:22]=[C:21]([C:23]4[CH:24]=[CH:25][C:26]([C:29]5[CH:50]=[CH:49][C:32]6[NH:33][C:34]([C@@H:36]7[CH2:40][C@H:39]([CH3:41])[CH2:38][NH:37]7)=[N:35][C:31]=6[CH:30]=5)=[CH:27][CH:28]=4)[CH:20]=[CH:19][C:17]=3[N:18]=2)[CH2:10]1, predict the reactants needed to synthesize it. The reactants are: C(OC([N:8]1[CH2:12][C@@H:11]([CH3:13])[CH2:10][C@H:9]1[C:14]1[O:15][C:16]2[CH:22]=[C:21]([C:23]3[CH:28]=[CH:27][C:26]([C:29]4[CH:50]=[CH:49][C:32]5[NH:33][C:34]([C@@H:36]6[CH2:40][C@H:39]([CH3:41])[CH2:38][N:37]6C(OC(C)(C)C)=O)=[N:35][C:31]=5[CH:30]=4)=[CH:25][CH:24]=3)[CH:20]=[CH:19][C:17]=2[N:18]=1)=O)(C)(C)C.Cl. (6) Given the product [Br:19][C:16]1[CH:17]=[CH:18][C:13]([CH:4]([C:3]([O:10][CH3:11])=[O:9])[C:5]([O:7][CH3:8])=[O:6])=[C:14]([N+:20]([O-:22])=[O:21])[CH:15]=1, predict the reactants needed to synthesize it. The reactants are: [H-].[Na+].[C:3]([O:10][CH3:11])(=[O:9])[CH2:4][C:5]([O:7][CH3:8])=[O:6].Br[C:13]1[CH:18]=[CH:17][C:16]([Br:19])=[CH:15][C:14]=1[N+:20]([O-:22])=[O:21].[Cl-].[NH4+]. (7) Given the product [Na:1].[C:4]([C:3]([C:2]#[N:6])=[C:13]([NH:12][C:10]([O:9][CH2:7][CH3:8])=[O:11])[S-:14])#[N:5], predict the reactants needed to synthesize it. The reactants are: [Na:1].[C:2](#[N:6])[CH2:3][C:4]#[N:5].[CH2:7]([O:9][C:10]([N:12]=[C:13]=[S:14])=[O:11])[CH3:8]. (8) Given the product [CH:18]([O:17][CH:11]([CH2:10][C:6]1[CH:7]=[CH:8][CH:9]=[C:4]([CH2:3][CH2:2][O:1][C:30]([NH:29][C:26]2[CH:25]=[CH:24][C:23]([C:22]([F:21])([F:32])[F:33])=[CH:28][CH:27]=2)=[O:31])[CH:5]=1)[C:12]([OH:14])=[O:13])([CH3:19])[CH3:20], predict the reactants needed to synthesize it. The reactants are: [OH:1][CH2:2][CH2:3][C:4]1[CH:5]=[C:6]([CH2:10][CH:11]([O:17][CH:18]([CH3:20])[CH3:19])[C:12]([O:14]CC)=[O:13])[CH:7]=[CH:8][CH:9]=1.[F:21][C:22]([F:33])([F:32])[C:23]1[CH:28]=[CH:27][C:26]([N:29]=[C:30]=[O:31])=[CH:25][CH:24]=1. (9) The reactants are: [CH3:1][N:2]([C:29]([O:31][C:32]([CH3:35])([CH3:34])[CH3:33])=[O:30])[CH:3]([CH3:28])[C:4]([NH:6][C:7]1[N:12]=[C:11]([C:13]#[C:14][C:15]2[CH:24]=[CH:23][C:22]3[C:17](=[CH:18][CH:19]=[CH:20][CH:21]=3)[CH:16]=2)[C:10](B(O)O)=[CH:9][CH:8]=1)=[O:5].Br[C:37]1[C:38]([CH3:44])=[N:39][CH:40]=[N:41][C:42]=1[CH3:43].C([O-])([O-])=O.[Na+].[Na+].O1CCOCC1. Given the product [C:32]([O:31][C:29](=[O:30])[N:2]([CH:3]([CH3:28])[C:4]([NH:6][C:7]1[CH:8]=[CH:9][C:10]([C:37]2[C:38]([CH3:44])=[N:39][CH:40]=[N:41][C:42]=2[CH3:43])=[C:11]([C:13]#[C:14][C:15]2[CH:24]=[CH:23][C:22]3[C:17](=[CH:18][CH:19]=[CH:20][CH:21]=3)[CH:16]=2)[N:12]=1)=[O:5])[CH3:1])([CH3:35])([CH3:34])[CH3:33], predict the reactants needed to synthesize it. (10) Given the product [CH3:1][O:2][C:3]1[C:12]([O:13][CH2:20][C:21]2[CH:26]=[CH:25][CH:24]=[CH:23][CH:22]=2)=[C:11]2[C:6]([CH:7]=[CH:8][CH:9]=[N:10]2)=[CH:5][CH:4]=1, predict the reactants needed to synthesize it. The reactants are: [CH3:1][O:2][C:3]1[C:12]([OH:13])=[C:11]2[C:6]([CH:7]=[CH:8][CH:9]=[N:10]2)=[CH:5][CH:4]=1.C([O-])([O-])=O.[K+].[K+].[CH2:20](Cl)[C:21]1[CH:26]=[CH:25][CH:24]=[CH:23][CH:22]=1.